From a dataset of NCI-60 drug combinations with 297,098 pairs across 59 cell lines. Regression. Given two drug SMILES strings and cell line genomic features, predict the synergy score measuring deviation from expected non-interaction effect. (1) Drug 1: C1=NC(=NC(=O)N1C2C(C(C(O2)CO)O)O)N. Drug 2: CCC1(C2=C(COC1=O)C(=O)N3CC4=CC5=C(C=CC(=C5CN(C)C)O)N=C4C3=C2)O.Cl. Cell line: MALME-3M. Synergy scores: CSS=16.2, Synergy_ZIP=-7.15, Synergy_Bliss=-0.983, Synergy_Loewe=-3.30, Synergy_HSA=0.996. (2) Drug 1: CC1=C2C(C(=O)C3(C(CC4C(C3C(C(C2(C)C)(CC1OC(=O)C(C(C5=CC=CC=C5)NC(=O)OC(C)(C)C)O)O)OC(=O)C6=CC=CC=C6)(CO4)OC(=O)C)O)C)O. Drug 2: CC1=C(C(=O)C2=C(C1=O)N3CC4C(C3(C2COC(=O)N)OC)N4)N. Cell line: MDA-MB-435. Synergy scores: CSS=35.7, Synergy_ZIP=-10.3, Synergy_Bliss=-7.31, Synergy_Loewe=-40.7, Synergy_HSA=-4.00. (3) Drug 1: C1CCC(C1)C(CC#N)N2C=C(C=N2)C3=C4C=CNC4=NC=N3. Cell line: HOP-92. Drug 2: C1=NC2=C(N1)C(=S)N=C(N2)N. Synergy scores: CSS=30.1, Synergy_ZIP=-8.74, Synergy_Bliss=1.52, Synergy_Loewe=-1.88, Synergy_HSA=2.16. (4) Synergy scores: CSS=0.00450, Synergy_ZIP=-1.67, Synergy_Bliss=-4.64, Synergy_Loewe=-2.46, Synergy_HSA=-4.63. Cell line: HCT-15. Drug 2: CC(C)(C#N)C1=CC(=CC(=C1)CN2C=NC=N2)C(C)(C)C#N. Drug 1: CC12CCC3C(C1CCC2O)C(CC4=C3C=CC(=C4)O)CCCCCCCCCS(=O)CCCC(C(F)(F)F)(F)F.